Dataset: Full USPTO retrosynthesis dataset with 1.9M reactions from patents (1976-2016). Task: Predict the reactants needed to synthesize the given product. (1) Given the product [C:38]([C:40](=[CH:23][C:21]1[S:22][C:18]([C:15]2[CH:14]=[CH:13][C:12]3[C:11]4[C:6](=[CH:7][C:8]([N:25]([CH2:26][CH2:27][CH2:28][CH3:29])[CH2:30][CH2:31][CH2:32][CH3:33])=[CH:9][CH:10]=4)[C:5]([CH2:1][CH2:2][CH2:3][CH3:4])([CH2:34][CH2:35][CH2:36][CH3:37])[C:17]=3[CH:16]=2)=[CH:19][CH:20]=1)[C:41]([OH:43])=[O:42])#[N:39], predict the reactants needed to synthesize it. The reactants are: [CH2:1]([C:5]1([CH2:34][CH2:35][CH2:36][CH3:37])[C:17]2[CH:16]=[C:15]([C:18]3[S:22][C:21]([CH:23]=O)=[CH:20][CH:19]=3)[CH:14]=[CH:13][C:12]=2[C:11]2[C:6]1=[CH:7][C:8]([N:25]([CH2:30][CH2:31][CH2:32][CH3:33])[CH2:26][CH2:27][CH2:28][CH3:29])=[CH:9][CH:10]=2)[CH2:2][CH2:3][CH3:4].[C:38]([CH2:40][C:41]([OH:43])=[O:42])#[N:39]. (2) Given the product [CH3:1][O:2][C:3]1[CH:4]=[C:5]([N:12]2[CH2:17][CH2:16][N:15]([CH3:18])[CH2:14][CH2:13]2)[N:6]=[CH:7][C:8]=1[NH2:9], predict the reactants needed to synthesize it. The reactants are: [CH3:1][O:2][C:3]1[C:8]([N+:9]([O-])=O)=[CH:7][N:6]=[C:5]([N:12]2[CH2:17][CH2:16][N:15]([CH3:18])[CH2:14][CH2:13]2)[CH:4]=1.CCO. (3) Given the product [C:1]([O:4][C@H:5]1[C@H:9]([O:10][C:11](=[O:13])[CH3:12])[C@@H:8]([CH2:14][OH:15])[O:7][C@H:6]1[N:26]1[CH:34]=[N:33][C:32]2[C:27]1=[N:28][CH:29]=[N:30][C:31]=2[NH:35][C@@H:36]1[C:44]2[C:39](=[CH:40][CH:41]=[CH:42][CH:43]=2)[CH2:38][CH2:37]1)(=[O:3])[CH3:2], predict the reactants needed to synthesize it. The reactants are: [C:1]([O:4][C@H:5]1[C@H:9]([O:10][C:11](=[O:13])[CH3:12])[C@@H:8]([CH2:14][O:15][Si](C(C)C)(C(C)C)C(C)C)[O:7][C@H:6]1[N:26]1[CH:34]=[N:33][C:32]2[C:27]1=[N:28][CH:29]=[N:30][C:31]=2[NH:35][C@@H:36]1[C:44]2[C:39](=[CH:40][CH:41]=[CH:42][CH:43]=2)[CH2:38][CH2:37]1)(=[O:3])[CH3:2].F. (4) Given the product [Si:16]([O:15][CH2:14][C@H:13]([C:3]1[O:4][C:5](=[O:12])[C:6]2[C:7]([C:2]=1[C:37]1[CH:38]=[CH:39][C:40]([CH3:41])=[C:35]([CH3:34])[CH:36]=1)=[CH:8][CH:9]=[CH:10][CH:11]=2)[OH:33])([C:29]([CH3:30])([CH3:31])[CH3:32])([C:17]1[CH:22]=[CH:21][CH:20]=[CH:19][CH:18]=1)[C:23]1[CH:28]=[CH:27][CH:26]=[CH:25][CH:24]=1, predict the reactants needed to synthesize it. The reactants are: Br[C:2]1[C:7]2[CH:8]=[CH:9][CH:10]=[CH:11][C:6]=2[C:5](=[O:12])[O:4][C:3]=1[C@H:13]([OH:33])[CH2:14][O:15][Si:16]([C:29]([CH3:32])([CH3:31])[CH3:30])([C:23]1[CH:28]=[CH:27][CH:26]=[CH:25][CH:24]=1)[C:17]1[CH:22]=[CH:21][CH:20]=[CH:19][CH:18]=1.[CH3:34][C:35]1[CH:36]=[C:37](B(O)O)[CH:38]=[CH:39][C:40]=1[CH3:41].N#N.C([O-])([O-])=O.[Na+].[Na+]. (5) Given the product [Cl:8][C:7]1[C:2]([C:26]2[CH:27]=[CH:28][C:23]([C:22]([NH:21][CH2:20][CH:17]3[CH2:19][CH2:18]3)=[O:38])=[CH:24][CH:25]=2)=[CH:3][C:4]([NH:9][C:10]([C:12]2[CH:16]=[CH:15][O:14][CH:13]=2)=[O:11])=[CH:5][CH:6]=1, predict the reactants needed to synthesize it. The reactants are: Br[C:2]1[CH:3]=[C:4]([NH:9][C:10]([C:12]2[CH:16]=[CH:15][O:14][CH:13]=2)=[O:11])[CH:5]=[CH:6][C:7]=1[Cl:8].[CH:17]1([CH2:20][NH:21][C:22](=[O:38])[C:23]2[CH:28]=[CH:27][C:26](B3OC(C)(C)C(C)(C)O3)=[CH:25][CH:24]=2)[CH2:19][CH2:18]1.C(=O)([O-])[O-].[Na+].[Na+]. (6) Given the product [Cl:1][C:2]1[CH:7]=[C:6]([N+:8]([O-:10])=[O:9])[C:5]([O:11][CH3:12])=[CH:4][C:3]=1[CH2:13][CH2:14][OH:15], predict the reactants needed to synthesize it. The reactants are: [Cl:1][C:2]1[CH:7]=[C:6]([N+:8]([O-:10])=[O:9])[C:5]([O:11][CH3:12])=[CH:4][C:3]=1[CH2:13][C:14](OC)=[O:15].[Li+].[BH4-].[NH4+].[Cl-].CCOC(C)=O. (7) Given the product [F:6][C:7]1[CH:8]=[C:9]([CH:10]=[C:11]([S:13]([CH3:16])(=[O:14])=[O:15])[CH:12]=1)[O:17][CH2:2][C:3](=[O:4])[CH3:5], predict the reactants needed to synthesize it. The reactants are: Cl[CH2:2][C:3]([CH3:5])=[O:4].[F:6][C:7]1[CH:8]=[C:9]([OH:17])[CH:10]=[C:11]([S:13]([CH3:16])(=[O:15])=[O:14])[CH:12]=1.C(=O)([O-])[O-].[K+].[K+].O.